Dataset: Full USPTO retrosynthesis dataset with 1.9M reactions from patents (1976-2016). Task: Predict the reactants needed to synthesize the given product. (1) Given the product [Br:23][C:24]1[CH:25]=[C:26]2[C:31](=[CH:32][CH:33]=1)[CH2:30][CH:29]([N:34]1[CH:50]=[CH:49][C:38]3[O:39][C:40]([C:42]4[CH:47]=[CH:46][C:45]([Cl:48])=[CH:44][CH:43]=4)=[CH:41][C:37]=3[C:35]1=[O:36])[CH2:28][CH2:27]2, predict the reactants needed to synthesize it. The reactants are: CC(OI1(OC(C)=O)(OC(C)=O)OC(=O)C2C=CC=CC1=2)=O.[Br:23][C:24]1[CH:25]=[C:26]2[C:31](=[CH:32][CH:33]=1)[CH2:30][CH:29]([NH:34][C:35]([C:37]1[CH:41]=[C:40]([C:42]3[CH:47]=[CH:46][C:45]([Cl:48])=[CH:44][CH:43]=3)[O:39][C:38]=1[CH2:49][CH2:50]O)=[O:36])[CH2:28][CH2:27]2.C(=O)([O-])O.[Na+]. (2) Given the product [CH2:2]([N:9]1[CH2:10][CH:11]=[C:12]([C:16]2[CH:17]=[CH:18][C:19]([O:22][CH3:23])=[CH:20][CH:21]=2)[CH2:13][CH2:14]1)[C:3]1[CH:4]=[CH:5][CH:6]=[CH:7][CH:8]=1, predict the reactants needed to synthesize it. The reactants are: Cl.[CH2:2]([N:9]1[CH2:14][CH2:13][C:12]([C:16]2[CH:21]=[CH:20][C:19]([O:22][CH3:23])=[CH:18][CH:17]=2)(O)[CH2:11][CH2:10]1)[C:3]1[CH:8]=[CH:7][CH:6]=[CH:5][CH:4]=1.[OH-].[Na+].